Dataset: NCI-60 drug combinations with 297,098 pairs across 59 cell lines. Task: Regression. Given two drug SMILES strings and cell line genomic features, predict the synergy score measuring deviation from expected non-interaction effect. (1) Drug 1: C1=CN(C(=O)N=C1N)C2C(C(C(O2)CO)O)O.Cl. Drug 2: CCCCCOC(=O)NC1=NC(=O)N(C=C1F)C2C(C(C(O2)C)O)O. Cell line: MCF7. Synergy scores: CSS=1.84, Synergy_ZIP=-2.07, Synergy_Bliss=-0.262, Synergy_Loewe=-12.8, Synergy_HSA=-2.59. (2) Drug 1: CCCS(=O)(=O)NC1=C(C(=C(C=C1)F)C(=O)C2=CNC3=C2C=C(C=N3)C4=CC=C(C=C4)Cl)F. Drug 2: C1=CC=C(C(=C1)C(C2=CC=C(C=C2)Cl)C(Cl)Cl)Cl. Cell line: SNB-19. Synergy scores: CSS=3.13, Synergy_ZIP=1.46, Synergy_Bliss=2.26, Synergy_Loewe=-0.417, Synergy_HSA=-0.658. (3) Drug 2: C(=O)(N)NO. Synergy scores: CSS=21.8, Synergy_ZIP=10.4, Synergy_Bliss=12.1, Synergy_Loewe=-24.0, Synergy_HSA=7.67. Drug 1: CC1=C2C(C(=O)C3(C(CC4C(C3C(C(C2(C)C)(CC1OC(=O)C(C(C5=CC=CC=C5)NC(=O)C6=CC=CC=C6)O)O)OC(=O)C7=CC=CC=C7)(CO4)OC(=O)C)O)C)OC(=O)C. Cell line: SK-MEL-5. (4) Drug 1: C1=NC2=C(N=C(N=C2N1C3C(C(C(O3)CO)O)O)F)N. Drug 2: CC1=C(C(=CC=C1)Cl)NC(=O)C2=CN=C(S2)NC3=CC(=NC(=N3)C)N4CCN(CC4)CCO. Cell line: M14. Synergy scores: CSS=14.3, Synergy_ZIP=-4.09, Synergy_Bliss=-2.16, Synergy_Loewe=0.426, Synergy_HSA=0.568. (5) Drug 1: CCCS(=O)(=O)NC1=C(C(=C(C=C1)F)C(=O)C2=CNC3=C2C=C(C=N3)C4=CC=C(C=C4)Cl)F. Drug 2: CC1C(C(=O)NC(C(=O)N2CCCC2C(=O)N(CC(=O)N(C(C(=O)O1)C(C)C)C)C)C(C)C)NC(=O)C3=C4C(=C(C=C3)C)OC5=C(C(=O)C(=C(C5=N4)C(=O)NC6C(OC(=O)C(N(C(=O)CN(C(=O)C7CCCN7C(=O)C(NC6=O)C(C)C)C)C)C(C)C)C)N)C. Cell line: EKVX. Synergy scores: CSS=1.89, Synergy_ZIP=24.9, Synergy_Bliss=23.0, Synergy_Loewe=21.3, Synergy_HSA=20.6. (6) Drug 1: CC1=CC=C(C=C1)C2=CC(=NN2C3=CC=C(C=C3)S(=O)(=O)N)C(F)(F)F. Drug 2: CC1=C2C(C(=O)C3(C(CC4C(C3C(C(C2(C)C)(CC1OC(=O)C(C(C5=CC=CC=C5)NC(=O)OC(C)(C)C)O)O)OC(=O)C6=CC=CC=C6)(CO4)OC(=O)C)O)C)O. Cell line: K-562. Synergy scores: CSS=42.9, Synergy_ZIP=29.3, Synergy_Bliss=39.0, Synergy_Loewe=17.1, Synergy_HSA=20.7.